Dataset: Catalyst prediction with 721,799 reactions and 888 catalyst types from USPTO. Task: Predict which catalyst facilitates the given reaction. (1) Reactant: C(O[C:6]([N:8]([CH2:10][C:11]1[N:16]=[C:15]2[CH:17]=[CH:18][N:19](C(OC(C)(C)C)=O)[C:14]2=[CH:13][CH:12]=1)C)=O)(C)(C)C.[ClH:27].O1CCOCC1. Product: [ClH:27].[CH3:6][NH:8][CH2:10][C:11]1[N:16]=[C:15]2[CH:17]=[CH:18][NH:19][C:14]2=[CH:13][CH:12]=1. The catalyst class is: 100. (2) Reactant: CS(O[CH2:6][C:7]1[CH:8]=[N:9][CH:10]=[C:11]([Cl:13])[CH:12]=1)(=O)=O.[C-:14]#[N:15].[K+].C(=O)(O)[O-].[Na+]. Product: [Cl:13][C:11]1[CH:10]=[N:9][CH:8]=[C:7]([CH2:6][N+:15]#[C-:14])[CH:12]=1. The catalyst class is: 88. (3) Reactant: [OH:1][C:2]1[CH:23]=[CH:22][C:5]([C:6]([NH:8][C:9]2[CH:14]=[C:13]([C:15]3[N:16]([CH3:20])[CH:17]=[CH:18][N:19]=3)[CH:12]=[CH:11][C:10]=2[CH3:21])=[O:7])=[CH:4][CH:3]=1.Cl[CH2:25][C:26]1[CH:31]=[C:30]([O:32][CH2:33][CH3:34])[CH:29]=[CH:28][N:27]=1.C([O-])([O-])=O.[K+].[K+].O. Product: [CH2:33]([O:32][C:30]1[CH:29]=[CH:28][N:27]=[C:26]([CH2:25][O:1][C:2]2[CH:23]=[CH:22][C:5]([C:6]([NH:8][C:9]3[CH:14]=[C:13]([C:15]4[N:16]([CH3:20])[CH:17]=[CH:18][N:19]=4)[CH:12]=[CH:11][C:10]=3[CH3:21])=[O:7])=[CH:4][CH:3]=2)[CH:31]=1)[CH3:34]. The catalyst class is: 23. (4) Reactant: [Cl:1][C:2]1[CH:3]=[C:4]([CH2:10][CH2:11][C:12]2([CH:20]3[CH2:24][CH2:23][CH2:22][CH2:21]3)[O:17][C:16](=[O:18])[CH2:15][C:14](=[O:19])[CH2:13]2)[CH:5]=[CH:6][C:7]=1[O:8][CH3:9].[CH2:25]1CCN2C(=NCCC2)CC1.IC. Product: [Cl:1][C:2]1[CH:3]=[C:4]([CH2:10][CH2:11][C:12]2([CH:20]3[CH2:24][CH2:23][CH2:22][CH2:21]3)[O:17][C:16](=[O:18])[CH:15]=[C:14]([O:19][CH3:25])[CH2:13]2)[CH:5]=[CH:6][C:7]=1[O:8][CH3:9]. The catalyst class is: 3. (5) Product: [NH2:3][C:4]1[CH:39]=[C:38]([C:40]([F:43])([F:41])[F:42])[CH:37]=[CH:36][C:5]=1[CH2:6][N:7]1[C:15]2[C:10](=[N:11][C:12]([C:23]([OH:24])=[O:46])=[N:13][C:14]=2[NH:16][C@@H:17]([CH:19]2[CH2:22][CH2:21][CH2:20]2)[CH3:18])[N:9]=[C:8]1[C:27]1[CH:32]=[C:31]([CH:33]([CH3:35])[CH3:34])[CH:30]=[CH:29][N:28]=1.[C:38]([OH:46])([C:40]([F:43])([F:42])[F:41])=[O:1]. The catalyst class is: 13. Reactant: [OH-:1].[Na+].[NH2:3][C:4]1[CH:39]=[C:38]([C:40]([F:43])([F:42])[F:41])[CH:37]=[CH:36][C:5]=1[CH2:6][N:7]1[C:15]2[C:10](=[N:11][C:12]([C:23](NN)=[O:24])=[N:13][C:14]=2[NH:16][C@@H:17]([CH:19]2[CH2:22][CH2:21][CH2:20]2)[CH3:18])[N:9]=[C:8]1[C:27]1[CH:32]=[C:31]([CH:33]([CH3:35])[CH3:34])[CH:30]=[CH:29][N:28]=1.C([OH:46])C. (6) Reactant: [C:1](Cl)(=O)[C:2](Cl)=O.[CH3:7]S(C)=O.[CH3:11][O:12][C:13]1[CH:37]=[CH:36][C:16]([CH2:17][S:18][C:19]2[NH:23][CH:22]([CH2:24][CH2:25][C:26]3[CH:35]=CC=C4C=3C=CC=N4)[CH2:21][N:20]=2)=[CH:15][CH:14]=1.C([N:40]([CH2:43][CH3:44])[CH2:41][CH3:42])C. Product: [CH3:11][O:12][C:13]1[CH:14]=[CH:15][C:16]([CH2:17][S:18][C:19]2[NH:23][C:22]([CH:24]([C:25]3[CH:26]=[CH:35][CH:42]=[C:41]4[C:1]=3[CH:2]=[CH:44][CH:43]=[N:40]4)[CH3:7])=[CH:21][N:20]=2)=[CH:36][CH:37]=1. The catalyst class is: 448. (7) Reactant: C([O:8][C:9]1[CH:14]=[CH:13][C:12]([CH:15]2[C:24]([C:25]3[CH:30]=[CH:29][CH:28]=[C:27]([O:31][CH3:32])[CH:26]=3)=[C:23]([CH2:33][CH3:34])[C:22]3[C:17](=[CH:18][CH:19]=[C:20]([O:35][CH3:36])[CH:21]=3)[O:16]2)=[CH:11][CH:10]=1)C1C=CC=CC=1.C([O-])=O.[NH4+].C(O)C. Product: [CH2:33]([C:23]1[C:22]2[C:17](=[CH:18][CH:19]=[C:20]([O:35][CH3:36])[CH:21]=2)[O:16][CH:15]([C:12]2[CH:13]=[CH:14][C:9]([OH:8])=[CH:10][CH:11]=2)[C:24]=1[C:25]1[CH:30]=[CH:29][CH:28]=[C:27]([O:31][CH3:32])[CH:26]=1)[CH3:34]. The catalyst class is: 350. (8) Reactant: [C:1]([O:8][CH2:9][CH3:10])(=[O:7])[C:2]([O:4]CC)=O.CO.[NH:13](CCO)[CH2:14][CH2:15][OH:16]. Product: [OH:16][CH2:15][CH2:14][N:13]1[CH2:10][CH2:9][O:8][C:1](=[O:7])[C:2]1=[O:4]. The catalyst class is: 32. (9) Reactant: [Cl-].[CH3:2][O:3][CH2:4][P+](C1C=CC=CC=1)(C1C=CC=CC=1)C1C=CC=CC=1.C([Li])CCC.[Br:29][C:30]1[CH:47]=[CH:46][C:33]([CH2:34][CH:35]2[C:44](=O)[CH2:43][CH2:42][C:37]3([O:41][CH2:40][CH2:39][O:38]3)[CH2:36]2)=[CH:32][CH:31]=1. Product: [Br:29][C:30]1[CH:47]=[CH:46][C:33]([CH2:34][CH:35]2[C:44](=[CH:2][O:3][CH3:4])[CH2:43][CH2:42][C:37]3([O:41][CH2:40][CH2:39][O:38]3)[CH2:36]2)=[CH:32][CH:31]=1. The catalyst class is: 1.